Predict the reaction yield, written as a fraction of the theoretical maximum amount of product (1.0 means a 100% yield; for example, 0.34 means a 34% yield). From a dataset of Reaction yield outcomes from USPTO patents with 853,638 reactions. (1) The reactants are [Cl:1][C:2]1[CH:3]=[C:4]([CH:9]=[C:10]([O:13]C)[C:11]=1[Cl:12])[C:5]([O:7]C)=[O:6].B(Br)(Br)Br.O. The catalyst is C(Cl)Cl. The product is [Cl:1][C:2]1[CH:3]=[C:4]([CH:9]=[C:10]([OH:13])[C:11]=1[Cl:12])[C:5]([OH:7])=[O:6]. The yield is 0.510. (2) The reactants are [CH3:1][O:2][C:3](=[O:11])[C:4]1[CH:9]=C(Br)[CH:7]=[N:6][CH:5]=1.C([SiH]([CH2:17][CH3:18])CC)C.C(N(CC)CC)C.[C]=[O:27]. The catalyst is C(#N)C.C1(P([Pd-4](P(C2C=CC=CC=2)(C2C=CC=CC=2)C2C=CC=CC=2)(P(C2C=CC=CC=2)(C2C=CC=CC=2)C2C=CC=CC=2)P(C2C=CC=CC=2)(C2C=CC=CC=2)C2C=CC=CC=2)(C2C=CC=CC=2)C2C=CC=CC=2)C=CC=CC=1. The product is [CH3:1][O:2][C:3](=[O:11])[C:4]1[CH:9]=[C:18]([CH:17]=[O:27])[CH:7]=[N:6][CH:5]=1. The yield is 0.150.